From a dataset of Reaction yield outcomes from USPTO patents with 853,638 reactions. Predict the reaction yield, written as a fraction of the theoretical maximum amount of product (1.0 means a 100% yield; for example, 0.34 means a 34% yield). (1) The reactants are [F:1][C:2]1[CH:17]=[C:16]([CH:18]=O)[CH:15]=[CH:14][C:3]=1[O:4][C:5]1[CH:6]=[CH:7][C:8]([C:11]([NH2:13])=[O:12])=[N:9][CH:10]=1.[CH:20]1([CH2:25][CH2:26][NH2:27])[CH2:24][CH2:23][CH2:22][CH2:21]1.[BH4-].[Na+]. The catalyst is CO. The product is [CH:20]1([CH2:25][CH2:26][NH:27][CH2:18][C:16]2[CH:15]=[CH:14][C:3]([O:4][C:5]3[CH:6]=[CH:7][C:8]([C:11]([NH2:13])=[O:12])=[N:9][CH:10]=3)=[C:2]([F:1])[CH:17]=2)[CH2:24][CH2:23][CH2:22][CH2:21]1. The yield is 0.100. (2) The reactants are [F:1][C:2]1[CH:10]=[C:9]2[C:5]([C:6](I)=[CH:7][N:8]2[S:11]([C:14]2[CH:19]=[CH:18][CH:17]=[CH:16][CH:15]=2)(=[O:13])=[O:12])=[CH:4][CH:3]=1.[S:21]1[CH:25]=[CH:24][C:23]2[CH:26]=[CH:27][C:28](B3OC(C)(C)C(C)(C)O3)=[CH:29][C:22]1=2. No catalyst specified. The product is [S:21]1[CH:25]=[CH:24][C:23]2[CH:26]=[CH:27][C:28]([C:6]3[C:5]4[C:9](=[CH:10][C:2]([F:1])=[CH:3][CH:4]=4)[N:8]([S:11]([C:14]4[CH:19]=[CH:18][CH:17]=[CH:16][CH:15]=4)(=[O:13])=[O:12])[CH:7]=3)=[CH:29][C:22]1=2. The yield is 0.700.